This data is from Catalyst prediction with 721,799 reactions and 888 catalyst types from USPTO. The task is: Predict which catalyst facilitates the given reaction. (1) Reactant: C[O:2][C:3](=[O:29])[C:4]1[CH:9]=[CH:8][C:7]([N:10]2[CH2:15][CH2:14][CH:13]([C:16]3[CH:21]=[CH:20][C:19]([CH2:22][N:23]4[CH2:28][CH2:27][O:26][CH2:25][CH2:24]4)=[CH:18][CH:17]=3)[CH2:12][CH2:11]2)=[CH:6][CH:5]=1.[OH-].[Na+].Cl. Product: [N:23]1([CH2:22][C:19]2[CH:18]=[CH:17][C:16]([CH:13]3[CH2:14][CH2:15][N:10]([C:7]4[CH:6]=[CH:5][C:4]([C:3]([OH:29])=[O:2])=[CH:9][CH:8]=4)[CH2:11][CH2:12]3)=[CH:21][CH:20]=2)[CH2:28][CH2:27][O:26][CH2:25][CH2:24]1. The catalyst class is: 12. (2) Reactant: [OH:1][C:2]1[CH:7]=[CH:6][CH:5]=[CH:4][C:3]=1[C:8]1[N:13]=[C:12]([N:14]2[C:18]([C:19]([F:22])([F:21])[F:20])=[C:17]([C:23]([O:25][CH2:26][CH3:27])=[O:24])[CH:16]=[N:15]2)[CH:11]=[CH:10][CH:9]=1.[Br:28][C:29]1[CH:36]=[CH:35][C:32]([CH2:33]Br)=[CH:31][CH:30]=1.C(=O)([O-])[O-].[Cs+].[Cs+].[NH4+].[Cl-]. Product: [Br:28][C:29]1[CH:36]=[CH:35][C:32]([CH2:33][O:1][C:2]2[CH:7]=[CH:6][CH:5]=[CH:4][C:3]=2[C:8]2[N:13]=[C:12]([N:14]3[C:18]([C:19]([F:22])([F:21])[F:20])=[C:17]([C:23]([O:25][CH2:26][CH3:27])=[O:24])[CH:16]=[N:15]3)[CH:11]=[CH:10][CH:9]=2)=[CH:31][CH:30]=1. The catalyst class is: 3. (3) Reactant: C(Cl)(=O)C([Cl:4])=O.CN(C=O)C.[Na+].[CH2:13]([O:17][C:18]1[CH:23]=[CH:22][C:21]([S:24]([O-:27])(=O)=[O:25])=[CH:20][CH:19]=1)[C:14]#[C:15][CH3:16]. Product: [CH2:13]([O:17][C:18]1[CH:23]=[CH:22][C:21]([S:24]([Cl:4])(=[O:27])=[O:25])=[CH:20][CH:19]=1)[C:14]#[C:15][CH3:16]. The catalyst class is: 2. (4) Reactant: [C:1]([O:5][C:6](=[O:19])[NH:7][CH2:8][C:9]1[CH:14]=[C:13](I)[C:12]([NH2:16])=[CH:11][C:10]=1[O:17][CH3:18])([CH3:4])([CH3:3])[CH3:2].[CH2:20](C([Sn])=C(CCCC)CCCC)[CH2:21]CC. Product: [C:1]([O:5][C:6](=[O:19])[NH:7][CH2:8][C:9]1[CH:14]=[C:13]([CH:20]=[CH2:21])[C:12]([NH2:16])=[CH:11][C:10]=1[O:17][CH3:18])([CH3:4])([CH3:3])[CH3:2]. The catalyst class is: 109. (5) Reactant: [C:1]1([C:29]2[CH:34]=[CH:33][CH:32]=[CH:31][CH:30]=2)[CH:6]=[CH:5][C:4]([NH:7][C:8]([C:10]2[CH:18]=[CH:17][C:13]([C:14](O)=[O:15])=[C:12]([NH:19][C:20](=[O:28])[CH2:21][N:22]3[CH2:27][CH2:26][O:25][CH2:24][CH2:23]3)[CH:11]=2)=[O:9])=[CH:3][CH:2]=1.[CH3:35][O:36][CH2:37][CH2:38][NH2:39].F[P-](F)(F)(F)(F)F.N1(O[P+](N2CCCC2)(N2CCCC2)N2CCCC2)C2C=CC=CC=2N=N1.C(N(C(C)C)CC)(C)C. Product: [C:1]1([C:29]2[CH:34]=[CH:33][CH:32]=[CH:31][CH:30]=2)[CH:2]=[CH:3][C:4]([NH:7][C:8](=[O:9])[C:10]2[CH:18]=[CH:17][C:13]([C:14]([NH:39][CH2:38][CH2:37][O:36][CH3:35])=[O:15])=[C:12]([NH:19][C:20](=[O:28])[CH2:21][N:22]3[CH2:27][CH2:26][O:25][CH2:24][CH2:23]3)[CH:11]=2)=[CH:5][CH:6]=1. The catalyst class is: 3.